From a dataset of Forward reaction prediction with 1.9M reactions from USPTO patents (1976-2016). Predict the product of the given reaction. (1) Given the reactants [CH3:1][C:2]1[N:3]([C:27]2[CH:32]=[CH:31][CH:30]=[C:29]([C:33]([F:36])([F:35])[F:34])[CH:28]=2)[C:4](=[O:26])[C:5]([C:12]([NH:14][CH2:15][C:16]2[CH:21]=[CH:20][C:19]([S:22]([CH3:25])(=[O:24])=[O:23])=[CH:18][CH:17]=2)=[O:13])=[CH:6][C:7]=1[S:8](Cl)(=[O:10])=[O:9].[CH3:37][NH2:38], predict the reaction product. The product is: [CH3:1][C:2]1[N:3]([C:27]2[CH:32]=[CH:31][CH:30]=[C:29]([C:33]([F:36])([F:35])[F:34])[CH:28]=2)[C:4](=[O:26])[C:5]([C:12]([NH:14][CH2:15][C:16]2[CH:21]=[CH:20][C:19]([S:22]([CH3:25])(=[O:24])=[O:23])=[CH:18][CH:17]=2)=[O:13])=[CH:6][C:7]=1[S:8]([NH:38][CH3:37])(=[O:10])=[O:9]. (2) Given the reactants [C:1]([C:3]1[CH:4]=[C:5]([C:9]2[CH:18]=[CH:17][C:12]([C:13]([O:15]C)=[O:14])=[CH:11][N:10]=2)[CH:6]=[CH:7][CH:8]=1)#[N:2].[OH-].[Li+], predict the reaction product. The product is: [C:1]([C:3]1[CH:4]=[C:5]([C:9]2[CH:18]=[CH:17][C:12]([C:13]([OH:15])=[O:14])=[CH:11][N:10]=2)[CH:6]=[CH:7][CH:8]=1)#[N:2]. (3) Given the reactants [F:1][C:2]1[CH:7]=[CH:6][C:5]([N:8]2[CH2:16][C:15]3[C:10](=[CH:11][CH:12]=[C:13]([O:17]C)[CH:14]=3)[CH:9]2[CH2:19][C:20]2[CH:25]=[CH:24][C:23]([O:26]CCC3CCCCN3)=[CH:22][CH:21]=2)=[CH:4][CH:3]=1.B(Br)(Br)Br, predict the reaction product. The product is: [F:1][C:2]1[CH:7]=[CH:6][C:5]([N:8]2[CH2:16][C:15]3[C:10](=[CH:11][CH:12]=[C:13]([OH:17])[CH:14]=3)[CH:9]2[CH2:19][C:20]2[CH:25]=[CH:24][C:23]([OH:26])=[CH:22][CH:21]=2)=[CH:4][CH:3]=1. (4) Given the reactants [I:1][C:2]1[CH:10]=[C:9]([Cl:11])[CH:8]=[CH:7][C:3]=1[C:4]([OH:6])=O.CN(C(O[N:27]1N=[N:27][C:22]2[CH:23]=[CH:24][CH:24]=[CH:23][C:22]1=2)=[N+](C)C)C.F[P-](F)(F)(F)(F)F.C1(N)CC1.CCN(C(C)C)C(C)C.CCCC(C)C, predict the reaction product. The product is: [Cl:11][C:9]1[CH:8]=[CH:7][C:3]([C:4]([NH:27][CH:22]2[CH2:24][CH2:23]2)=[O:6])=[C:2]([I:1])[CH:10]=1.